Predict the reaction yield, written as a fraction of the theoretical maximum amount of product (1.0 means a 100% yield; for example, 0.34 means a 34% yield). From a dataset of Reaction yield outcomes from USPTO patents with 853,638 reactions. (1) The reactants are [CH2:1]1[C:5]2=[C:6]([CH:13]=O)[C:7]3[CH:8]=[N:9][CH:10]=[CH:11][C:12]=3[N:4]2[CH2:3][CH2:2]1.C([O-])(=O)C.[NH4+].[N+:20]([CH2:23][CH3:24])([O-:22])=[O:21]. No catalyst specified. The product is [N+:20]([C:23]([CH3:24])=[CH:13][C:6]1[C:7]2[CH:8]=[N:9][CH:10]=[CH:11][C:12]=2[N:4]2[CH2:3][CH2:2][CH2:1][C:5]=12)([O-:22])=[O:21]. The yield is 0.770. (2) The reactants are [C:1]([O:7][CH2:8][C@H:9]([C:15]1[C:24]([CH3:25])=[CH:23][C:18]2[N:19]=[C:20](Cl)[S:21][C:17]=2[C:16]=1[Br:26])[O:10][C:11]([CH3:14])([CH3:13])[CH3:12])(=[O:6])[C:2]([CH3:5])([CH3:4])[CH3:3].[CH2:27]([O:34][C:35]1[CH:36]=[C:37](B2OC(C)(C)C(C)(C)O2)[CH:38]=[CH:39][CH:40]=1)[C:28]1[CH:33]=[CH:32][CH:31]=[CH:30][CH:29]=1.C([O-])([O-])=O.[K+].[K+]. The catalyst is O1CCOCC1.C1C=CC([P]([Pd]([P](C2C=CC=CC=2)(C2C=CC=CC=2)C2C=CC=CC=2)([P](C2C=CC=CC=2)(C2C=CC=CC=2)C2C=CC=CC=2)[P](C2C=CC=CC=2)(C2C=CC=CC=2)C2C=CC=CC=2)(C2C=CC=CC=2)C2C=CC=CC=2)=CC=1. The product is [C:1]([O:7][CH2:8][C@H:9]([C:15]1[C:24]([CH3:25])=[CH:23][C:18]2[N:19]=[C:20]([C:37]3[CH:38]=[CH:39][CH:40]=[C:35]([O:34][CH2:27][C:28]4[CH:33]=[CH:32][CH:31]=[CH:30][CH:29]=4)[CH:36]=3)[S:21][C:17]=2[C:16]=1[Br:26])[O:10][C:11]([CH3:14])([CH3:13])[CH3:12])(=[O:6])[C:2]([CH3:5])([CH3:4])[CH3:3]. The yield is 0.580. (3) The reactants are Br[C:2]1[CH:3]=[C:4]([C:8]([CH3:12])([CH3:11])[C:9]#[N:10])[CH:5]=[CH:6][CH:7]=1.[B:13]1([B:13]2[O:17][C:16]([CH3:19])([CH3:18])[C:15]([CH3:21])([CH3:20])[O:14]2)[O:17][C:16]([CH3:19])([CH3:18])[C:15]([CH3:21])([CH3:20])[O:14]1.C([O-])(=O)C.[K+]. The catalyst is COCCOC. The product is [CH3:11][C:8]([C:4]1[CH:5]=[CH:6][CH:7]=[C:2]([B:13]2[O:17][C:16]([CH3:19])([CH3:18])[C:15]([CH3:21])([CH3:20])[O:14]2)[CH:3]=1)([CH3:12])[C:9]#[N:10]. The yield is 0.830. (4) The reactants are [CH3:1][C:2]1[O:3][C:4]([C:10]2[CH:15]=[CH:14][CH:13]=[CH:12][CH:11]=2)=[CH:5][C:6]=1[C:7]([OH:9])=O.[CH3:16][O:17][C:18]1[CH:19]=[C:20]([C:26]2([CH2:31][NH2:32])[CH2:30][CH2:29][CH2:28][CH2:27]2)[CH:21]=[CH:22][C:23]=1[O:24][CH3:25].C(N(CC)CC)C.F[P-](F)(F)(F)(F)F.N1(OC(N(C)C)=[N+](C)C)C2N=CC=CC=2N=N1. The catalyst is C(#N)C. The product is [CH3:16][O:17][C:18]1[CH:19]=[C:20]([C:26]2([CH2:31][NH:32][C:7]([C:6]3[CH:5]=[C:4]([C:10]4[CH:15]=[CH:14][CH:13]=[CH:12][CH:11]=4)[O:3][C:2]=3[CH3:1])=[O:9])[CH2:27][CH2:28][CH2:29][CH2:30]2)[CH:21]=[CH:22][C:23]=1[O:24][CH3:25]. The yield is 0.203. (5) The reactants are [NH2:1][C:2]1[CH:18]=[CH:17][CH:16]=[C:15]([CH3:19])[C:3]=1[C:4]([NH:6][CH:7]1[CH2:12][CH2:11][C:10](=[O:13])[NH:9][C:8]1=[O:14])=[O:5].[CH:20](OC)(OC)OC.C1(C)C=CC(S(O)(=O)=O)=CC=1.O. The catalyst is C(#N)C.CCOCC. The product is [CH3:19][C:15]1[CH:16]=[CH:17][CH:18]=[C:2]2[C:3]=1[C:4](=[O:5])[N:6]([CH:7]1[CH2:12][CH2:11][C:10](=[O:13])[NH:9][C:8]1=[O:14])[CH:20]=[N:1]2. The yield is 0.470. (6) The catalyst is C(Cl)Cl.Cl[Ru](=C1N(C2C(C)=CC(C)=CC=2C)CCN1C1C(C)=CC(C)=CC=1C)(Cl)(=CC1C=CC=CC=1)[P](C1CCCCC1)(C1CCCCC1)C1CCCCC1. The reactants are [C:1]([O:9][CH2:10][C@:11]([CH3:20])([O:14][CH2:15][CH2:16][CH2:17][CH:18]=[CH2:19])C=C)(=[O:8])[C:2]1[CH:7]=[CH:6][CH:5]=[CH:4][CH:3]=1. The yield is 0.460. The product is [C:1]([O:9][CH2:10][C@@:11]1([CH3:20])[CH:19]=[CH:18][CH2:17][CH2:16][CH2:15][O:14]1)(=[O:8])[C:2]1[CH:3]=[CH:4][CH:5]=[CH:6][CH:7]=1. (7) The reactants are [F:1][C:2]1[CH:7]=[C:6]([F:8])[CH:5]=[CH:4][C:3]=1[OH:9].C1C=CC(P(C2C=CC=CC=2)C2C=CC=CC=2)=CC=1.O[CH:30]1[CH2:35][CH2:34][N:33]([C:36]([O:38][C:39]([CH3:42])([CH3:41])[CH3:40])=[O:37])[CH2:32][CH2:31]1.CCOC(/N=N/C(OCC)=O)=O. The catalyst is C1COCC1.O. The product is [F:1][C:2]1[CH:7]=[C:6]([F:8])[CH:5]=[CH:4][C:3]=1[O:9][CH:30]1[CH2:35][CH2:34][N:33]([C:36]([O:38][C:39]([CH3:42])([CH3:41])[CH3:40])=[O:37])[CH2:32][CH2:31]1. The yield is 0.830.